From a dataset of Full USPTO retrosynthesis dataset with 1.9M reactions from patents (1976-2016). Predict the reactants needed to synthesize the given product. (1) The reactants are: [CH2:1]([O:8][C:9](=[O:19])[CH2:10][CH2:11][C:12]1[CH:17]=[CH:16][C:15]([OH:18])=[CH:14][CH:13]=1)[C:2]1[CH:7]=[CH:6][CH:5]=[CH:4][CH:3]=1.[Cl:20]N1C(=O)N(Cl)C(=O)N(Cl)C1=O. Given the product [CH2:1]([O:8][C:9](=[O:19])[CH2:10][CH2:11][C:12]1[CH:13]=[CH:14][C:15]([OH:18])=[C:16]([Cl:20])[CH:17]=1)[C:2]1[CH:3]=[CH:4][CH:5]=[CH:6][CH:7]=1, predict the reactants needed to synthesize it. (2) Given the product [CH2:1]([O:3][C:4](=[O:18])[C@@H:5]([NH:7][C:8]1[CH:17]=[CH:16][CH:15]=[C:14]2[C:9]=1[CH2:10][CH2:11][N:12]([CH2:26][CH:27]1[CH2:29][CH2:28]1)[CH2:13]2)[CH3:6])[CH3:2], predict the reactants needed to synthesize it. The reactants are: [CH2:1]([O:3][C:4](=[O:18])[C@@H:5]([NH:7][C:8]1[CH:17]=[CH:16][CH:15]=[C:14]2[C:9]=1[CH2:10][CH2:11][NH:12][CH2:13]2)[CH3:6])[CH3:2].C([O-])([O-])=O.[K+].[K+].Br[CH2:26][CH:27]1[CH2:29][CH2:28]1.O. (3) Given the product [Br:1][C:2]1[N:3]=[C:4]([CH3:11])[C:5]([C:6]([N:24]2[CH2:25][CH2:26][N:21]([C:14]3[C:13]([CH3:12])=[CH:18][C:17]([CH3:19])=[C:16]([CH3:20])[N:15]=3)[CH2:22][CH2:23]2)=[O:8])=[CH:9][CH:10]=1, predict the reactants needed to synthesize it. The reactants are: [Br:1][C:2]1[CH:10]=[CH:9][C:5]([C:6]([OH:8])=O)=[C:4]([CH3:11])[N:3]=1.[CH3:12][C:13]1[C:14]([N:21]2[CH2:26][CH2:25][NH:24][CH2:23][CH2:22]2)=[N:15][C:16]([CH3:20])=[C:17]([CH3:19])[CH:18]=1. (4) Given the product [NH2:1][C:2]1[C:9]([Cl:10])=[C:8]([C:11]2([F:15])[CH2:12][N:13]([C:23]([O:25][C:26]([CH3:29])([CH3:28])[CH3:27])=[O:24])[CH2:14]2)[CH:7]=[C:4]([C:5]#[N:6])[CH:3]=1, predict the reactants needed to synthesize it. The reactants are: [NH2:1][C:2]1[CH:3]=[C:4]([CH:7]=[C:8]([C:11]2([F:15])[CH2:14][NH:13][CH2:12]2)[C:9]=1[Cl:10])[C:5]#[N:6].CCN(CC)CC.[C:23](O[C:23]([O:25][C:26]([CH3:29])([CH3:28])[CH3:27])=[O:24])([O:25][C:26]([CH3:29])([CH3:28])[CH3:27])=[O:24]. (5) Given the product [NH2:23][CH2:22][CH2:21][CH2:20][NH:19][C:17]([C:14]1[CH:13]=[C:12]([C:8]2[CH:7]=[C:6]([O:5][C:4]3[CH:31]=[CH:32][C:33]([NH:34][C:35]([NH:37][C:38]4[CH:43]=[C:42]([CH3:44])[CH:41]=[CH:40][C:39]=4[F:45])=[O:36])=[C:2]([F:1])[CH:3]=3)[CH:11]=[CH:10][N:9]=2)[NH:16][CH:15]=1)=[O:18], predict the reactants needed to synthesize it. The reactants are: [F:1][C:2]1[CH:3]=[C:4]([CH:31]=[CH:32][C:33]=1[NH:34][C:35]([NH:37][C:38]1[CH:43]=[C:42]([CH3:44])[CH:41]=[CH:40][C:39]=1[F:45])=[O:36])[O:5][C:6]1[CH:11]=[CH:10][N:9]=[C:8]([C:12]2[NH:16][CH:15]=[C:14]([C:17]([NH:19][CH2:20][CH2:21][CH2:22][NH:23]C(=O)OC(C)(C)C)=[O:18])[CH:13]=2)[CH:7]=1.FC(F)(F)C(O)=O. (6) Given the product [CH2:1]([N:8]([CH3:28])[C:9]([CH:11]1[CH2:16][CH2:15][N:14]([C:17]([C:19]2[N:20]([CH2:32][C:33]3[CH:38]=[CH:37][C:36]([N+:39]([O-:41])=[O:40])=[CH:35][CH:34]=3)[C:21]3[C:26]([CH:27]=2)=[CH:25][CH:24]=[CH:23][CH:22]=3)=[O:18])[CH2:13][CH2:12]1)=[O:10])[C:2]1[CH:7]=[CH:6][CH:5]=[CH:4][CH:3]=1, predict the reactants needed to synthesize it. The reactants are: [CH2:1]([N:8]([CH3:28])[C:9]([CH:11]1[CH2:16][CH2:15][N:14]([C:17]([C:19]2[NH:20][C:21]3[C:26]([CH:27]=2)=[CH:25][CH:24]=[CH:23][CH:22]=3)=[O:18])[CH2:13][CH2:12]1)=[O:10])[C:2]1[CH:7]=[CH:6][CH:5]=[CH:4][CH:3]=1.[H-].[Na+].Cl[CH2:32][C:33]1[CH:38]=[CH:37][C:36]([N+:39]([O-:41])=[O:40])=[CH:35][CH:34]=1.[I-].[K+].